Dataset: Catalyst prediction with 721,799 reactions and 888 catalyst types from USPTO. Task: Predict which catalyst facilitates the given reaction. (1) Reactant: [CH3:1][C:2]1[O:6][N:5]=[C:4]([C:7]2[CH:12]=[CH:11][CH:10]=[CH:9][N:8]=2)[C:3]=1[CH2:13][OH:14].[CH3:15][O:16][C:17]([C:19]1[S:23][N:22]=[C:21](O)[CH:20]=1)=[O:18].C1(P(C2C=CC=CC=2)C2C=CC=CC=2)C=CC=CC=1.N(C(OCC)=O)=NC(OCC)=O. Product: [CH3:15][O:16][C:17]([C:19]1[S:23][N:22]=[C:21]([O:14][CH2:13][C:3]2[C:4]([C:7]3[CH:12]=[CH:11][CH:10]=[CH:9][N:8]=3)=[N:5][O:6][C:2]=2[CH3:1])[CH:20]=1)=[O:18]. The catalyst class is: 1. (2) Reactant: [O:1]=[C:2]1[NH:7][CH:6]=[N:5][C:4]2[S:8][C:9]3[CH2:14][CH:13]([CH2:15][C:16]([O-:18])=[O:17])[CH2:12][CH2:11][C:10]=3[C:3]1=2.[C:19]([C:21]1C(=O)C(Cl)=C(Cl)C(=O)C=1C#N)#N. Product: [CH2:19]([O:17][C:16](=[O:18])[CH2:15][C:13]1[CH:12]=[CH:11][C:10]2[C:3]3[C:2](=[O:1])[NH:7][CH:6]=[N:5][C:4]=3[S:8][C:9]=2[CH:14]=1)[CH3:21]. The catalyst class is: 12. (3) Reactant: S(Cl)(Cl)=O.CN(C)C=O.O[C:11]1[C:20]2[C:15](=[CH:16][CH:17]=[CH:18][CH:19]=2)[N:14]=[CH:13][C:12]=1[N+:21]([O-:23])=[O:22].C(N(CC)CC)C.[CH2:31]([CH2:33][NH2:34])[OH:32]. Product: [N+:21]([C:12]1[CH:13]=[N:14][C:15]2[C:20]([C:11]=1[NH:34][CH2:33][CH2:31][OH:32])=[CH:19][CH:18]=[CH:17][CH:16]=2)([O-:23])=[O:22]. The catalyst class is: 4.